Task: Predict the reactants needed to synthesize the given product.. Dataset: Full USPTO retrosynthesis dataset with 1.9M reactions from patents (1976-2016) (1) Given the product [C:28]([NH:32][C:9]([C:6]1[CH:5]=[C:4]([CH2:3][C:2]([CH3:1])([CH3:13])[CH3:12])[O:8][N:7]=1)=[O:11])([CH3:31])([CH3:30])[CH3:29], predict the reactants needed to synthesize it. The reactants are: [CH3:1][C:2]([CH3:13])([CH3:12])[CH2:3][C:4]1[O:8][N:7]=[C:6]([C:9]([OH:11])=O)[CH:5]=1.C1C=CC2N(O)N=NC=2C=1.C(Cl)CCl.[C:28]([NH2:32])([CH3:31])([CH3:30])[CH3:29]. (2) Given the product [OH:32][NH:31][C:1](=[NH:2])[C:3]1[CH:4]=[CH:5][C:6]([CH2:22][CH2:23][CH2:24][C:25]([O:27][CH2:28][CH3:29])=[O:26])=[C:7]2[C:11]=1[N:10]([S:12]([C:15]1[CH:20]=[CH:19][C:18]([CH3:21])=[CH:17][CH:16]=1)(=[O:13])=[O:14])[CH:9]=[CH:8]2, predict the reactants needed to synthesize it. The reactants are: [C:1]([C:3]1[CH:4]=[CH:5][C:6]([CH2:22][CH2:23][CH2:24][C:25]([O:27][CH2:28][CH3:29])=[O:26])=[C:7]2[C:11]=1[N:10]([S:12]([C:15]1[CH:20]=[CH:19][C:18]([CH3:21])=[CH:17][CH:16]=1)(=[O:14])=[O:13])[CH:9]=[CH:8]2)#[N:2].Cl.[NH2:31][OH:32].C(=O)([O-])[O-].[Na+].[Na+].